Task: Predict the product of the given reaction.. Dataset: Forward reaction prediction with 1.9M reactions from USPTO patents (1976-2016) (1) Given the reactants [F:1][C:2]1[CH:7]=[CH:6][N:5]=[C:4](N)[C:3]=1[O:9]C.[BrH:11].BrBr.N([O-])=O.[Na+].[OH-].[Na+], predict the reaction product. The product is: [Br:11][C:4]1[C:3]([OH:9])=[C:2]([F:1])[CH:7]=[CH:6][N:5]=1. (2) Given the reactants [CH2:1]([S:8][C:9]1[CH:18]=[C:17]2[C:12]([C:13]([OH:19])=[CH:14][CH:15]=[N:16]2)=[CH:11][CH:10]=1)[C:2]1[CH:7]=[CH:6][CH:5]=[CH:4][CH:3]=1.C1C(=O)N([Br:27])C(=O)C1, predict the reaction product. The product is: [CH2:1]([S:8][C:9]1[CH:18]=[C:17]2[C:12]([C:13]([OH:19])=[C:14]([Br:27])[CH:15]=[N:16]2)=[CH:11][CH:10]=1)[C:2]1[CH:3]=[CH:4][CH:5]=[CH:6][CH:7]=1.